This data is from Experimentally validated miRNA-target interactions with 360,000+ pairs, plus equal number of negative samples. The task is: Binary Classification. Given a miRNA mature sequence and a target amino acid sequence, predict their likelihood of interaction. The miRNA is hsa-miR-582-3p with sequence UAACUGGUUGAACAACUGAACC. The protein sequence of the target gene is MSDSEDSNFSEEEDSERSSDGEEAEVDEERRSAAGSEKEEEPEDEEEEEEEEEYDEEEEEEDDDRPPKKPRHGGFILDEADVDDEYEDEDQWEDGAEDILEKEEIEASNIDNVVLDEDRSGARRLQNLWRDQREEELGEYYMKKYAKSSVGETVYGGSDELSDDITQQQLLPGVKDPNLWTVKCKIGEERATAISLMRKFIAYQFTDTPLQIKSVVAPEHVKGYIYVEAYKQTHVKQAIEGVGNLRLGYWNQQMVPIKEMTDVLKVVKEVANLKPKSWVRLKRGIYKDDIAQVDYVEPSQ.... Result: 0 (no interaction).